This data is from Retrosynthesis with 50K atom-mapped reactions and 10 reaction types from USPTO. The task is: Predict the reactants needed to synthesize the given product. (1) Given the product CN[C@H](Cc1ccccc1)C(=O)NN(C)C(=O)OC(C)(C)C, predict the reactants needed to synthesize it. The reactants are: CN(NC(=O)[C@@H](Cc1ccccc1)N(C)C(=O)OCC1c2ccccc2-c2ccccc21)C(=O)OC(C)(C)C. (2) Given the product O=C1Nc2ccc(I)cc2C1=NNS(=O)(=O)c1ccc(Cl)c([N+](=O)[O-])c1, predict the reactants needed to synthesize it. The reactants are: NNS(=O)(=O)c1ccc(Cl)c([N+](=O)[O-])c1.O=C1Nc2ccc(I)cc2C1=O. (3) The reactants are: CCN=C=O.Nc1nc2cc(Br)nc(Br)c2s1. Given the product CCNC(=O)Nc1nc2cc(Br)nc(Br)c2s1, predict the reactants needed to synthesize it. (4) Given the product CSc1ccc(Oc2ccc(C(=O)O)cc2CN(C)C)cc1, predict the reactants needed to synthesize it. The reactants are: COC(=O)c1ccc(Oc2ccc(SC)cc2)c(CN(C)C)c1. (5) Given the product COc1cc(Br)cc(C=O)c1OCC(OC)OC, predict the reactants needed to synthesize it. The reactants are: COC(CBr)OC.COc1cc(Br)cc(C=O)c1O. (6) Given the product CCOC(=O)Cn1c(=O)c(-c2ccccc2)cc2ccccc21, predict the reactants needed to synthesize it. The reactants are: CCOC(=O)CBr.O=c1[nH]c2ccccc2cc1-c1ccccc1.